From a dataset of Full USPTO retrosynthesis dataset with 1.9M reactions from patents (1976-2016). Predict the reactants needed to synthesize the given product. (1) Given the product [CH3:30][N:2]([CH3:1])[CH2:3][CH2:4][CH:5]1[CH2:14][CH2:13][C:12]2[CH:11]=[C:10]([NH:15][C:16]([C:18]3[CH:19]=[CH:20][C:21]([C:24]4[CH:29]=[CH:28][CH:27]=[CH:26][CH:25]=4)=[CH:22][CH:23]=3)=[O:17])[CH:9]=[CH:8][C:7]=2[CH2:6]1, predict the reactants needed to synthesize it. The reactants are: [CH3:1][N:2]([CH3:30])[CH2:3][CH2:4][C:5]1[CH2:14][CH2:13][C:12]2[CH:11]=[C:10]([NH:15][C:16]([C:18]3[CH:23]=[CH:22][C:21]([C:24]4[CH:29]=[CH:28][CH:27]=[CH:26][CH:25]=4)=[CH:20][CH:19]=3)=[O:17])[CH:9]=[CH:8][C:7]=2[CH:6]=1. (2) Given the product [CH3:1][O:2][C:3](=[O:12])[C:4]1[CH:9]=[CH:8][C:7]([F:10])=[C:6]([O:11][CH2:21][CH2:20][C:17]2[CH:18]=[CH:19][C:14]([Cl:13])=[CH:15][CH:16]=2)[CH:5]=1, predict the reactants needed to synthesize it. The reactants are: [CH3:1][O:2][C:3](=[O:12])[C:4]1[CH:9]=[CH:8][C:7]([F:10])=[C:6]([OH:11])[CH:5]=1.[Cl:13][C:14]1[CH:19]=[CH:18][C:17]([CH2:20][CH2:21]O)=[CH:16][CH:15]=1.C1(P(C2C=CC=CC=2)C2C=CC=CC=2)C=CC=CC=1.CCOC(/N=N/C(OCC)=O)=O. (3) Given the product [CH:38]([C:35]1[S:36][CH:37]=[C:33]([C:31]([N:27]2[CH2:26][C:25]3([CH2:41][CH2:42][N:22]([CH2:21][CH2:20][C:19]4[CH:18]=[CH:17][C:16]([CH2:15][CH2:14][O:13][CH2:16][CH2:15][C:14]([O:13][C:3]([CH3:2])([CH3:4])[CH3:8])=[O:1])=[CH:44][CH:43]=4)[CH2:23][CH2:24]3)[O:30][CH2:29][CH2:28]2)=[O:32])[N:34]=1)([CH3:40])[CH3:39], predict the reactants needed to synthesize it. The reactants are: [OH-:1].[CH2:2]([N+](C)(C)C)[C:3]1[CH:8]=CC=C[CH:4]=1.[OH:13][CH2:14][CH2:15][C:16]1[CH:44]=[CH:43][C:19]([CH2:20][CH2:21][N:22]2[CH2:42][CH2:41][C:25]3([O:30][CH2:29][CH2:28][N:27]([C:31]([C:33]4[N:34]=[C:35]([CH:38]([CH3:40])[CH3:39])[S:36][CH:37]=4)=[O:32])[CH2:26]3)[CH2:24][CH2:23]2)=[CH:18][CH:17]=1. (4) The reactants are: [F:1][C:2]1[C:7]([F:8])=[CH:6][C:5]([C:9]2[CH:14]=[CH:13][C:12]([OH:15])=[CH:11][CH:10]=2)=[C:4]([O:16][CH3:17])[CH:3]=1.C(OC([N:25]1[CH2:29][CH2:28][CH:27]([CH2:30]Br)[CH2:26]1)=O)(C)(C)C. Given the product [F:1][C:2]1[C:7]([F:8])=[CH:6][C:5]([C:9]2[CH:10]=[CH:11][C:12]([O:15][CH2:30][CH:27]3[CH2:28][CH2:29][NH:25][CH2:26]3)=[CH:13][CH:14]=2)=[C:4]([O:16][CH3:17])[CH:3]=1, predict the reactants needed to synthesize it. (5) Given the product [S:20](=[O:22])(=[O:21])([O:17][C:10]1[CH:9]=[C:8]([O:7][C:1]([O:2][C:3]([CH3:5])([CH3:6])[CH3:4])=[O:18])[CH:13]=[CH:12][C:11]=1[CH:14]([CH3:15])[CH3:16])[NH2:23], predict the reactants needed to synthesize it. The reactants are: [C:1](=[O:18])([O:7][C:8]1[CH:13]=[CH:12][C:11]([CH:14]([CH3:16])[CH3:15])=[C:10]([OH:17])[CH:9]=1)[O:2][C:3]([CH3:6])([CH3:5])[CH3:4].Cl[S:20]([N:23]=C=O)(=[O:22])=[O:21].C(O)=O.CC#N.